From a dataset of Full USPTO retrosynthesis dataset with 1.9M reactions from patents (1976-2016). Predict the reactants needed to synthesize the given product. (1) Given the product [Cl:12][C:13]1[C:18]([C:19]2[CH:24]=[C:23]([F:25])[CH:22]=[C:21]([F:26])[C:20]=2[F:27])=[C:17]([NH:4][CH:1]([CH3:3])[CH3:2])[N:16]2[N:29]=[CH:30][N:31]=[C:15]2[N:14]=1, predict the reactants needed to synthesize it. The reactants are: [CH:1]([NH2:4])([CH3:3])[CH3:2].C(N(CC)CC)C.[Cl:12][C:13]1[C:18]([C:19]2[CH:24]=[C:23]([F:25])[CH:22]=[C:21]([F:26])[C:20]=2[F:27])=[C:17](Cl)[N:16]2[N:29]=[CH:30][N:31]=[C:15]2[N:14]=1. (2) Given the product [CH3:1][C:2]1[CH:6]=[C:5]([CH:14]=[O:15])[S:4][CH:3]=1.[CH3:1][C:2]1[CH:6]=[CH:5][S:4][C:3]=1[CH:14]=[O:15], predict the reactants needed to synthesize it. The reactants are: [CH3:1][C:2]1[CH:6]=[CH:5][S:4][CH:3]=1.[Li]CCCC.C1C[O:15][CH2:14]C1. (3) The reactants are: [OH:1][C:2]1[CH:3]=[C:4]([CH:7]=[CH:8][CH:9]=1)[CH:5]=[O:6].Br[C:11]1[CH:12]=[C:13]([C:17]#[N:18])[CH:14]=[CH:15][CH:16]=1. Given the product [C:5](=[C:4]1[CH:7]=[CH:8][CH:9]=[C:2]([O:1][C:11]2[CH:12]=[C:13]([C:17]#[N:18])[CH:14]=[CH:15][CH:16]=2)[CH2:3]1)=[O:6], predict the reactants needed to synthesize it. (4) Given the product [Br:1][C:2]1[CH:11]=[C:10]2[C:5]([C:6]([Cl:13])=[CH:7][C:8](=[O:15])[NH:9]2)=[CH:4][C:3]=1[Cl:14], predict the reactants needed to synthesize it. The reactants are: [Br:1][C:2]1[CH:11]=[C:10]2[C:5]([C:6]([Cl:13])=[CH:7][C:8](Cl)=[N:9]2)=[CH:4][C:3]=1[Cl:14].[OH:15]S(O)(=O)=O. (5) Given the product [C:1]12([C:7]([O:9][CH2:10][CH3:11])=[O:8])[CH2:6][CH:5]1[CH2:4][N:3]([C:17]([O:19][C:20]([CH3:23])([CH3:22])[CH3:21])=[O:18])[CH2:2]2, predict the reactants needed to synthesize it. The reactants are: [C:1]12([C:7]([O:9][CH2:10][CH3:11])=[O:8])[CH2:6][CH:5]1[CH2:4][NH:3][CH2:2]2.C(=O)([O-])O.[Na+].[C:17](O[C:17]([O:19][C:20]([CH3:23])([CH3:22])[CH3:21])=[O:18])([O:19][C:20]([CH3:23])([CH3:22])[CH3:21])=[O:18]. (6) Given the product [NH2:36][C:32]([CH3:35])([CH3:31])[CH2:33][NH:34][C:27]([C:24]1[CH:25]=[CH:26][C:18]2[C:17]3[S:30][C:14]([C:9]4[N:8]([C:3]5[CH:4]=[CH:5][CH:6]=[CH:7][C:2]=5[Cl:1])[C:12](=[O:13])[NH:11][N:10]=4)=[CH:15][C:16]=3[CH2:22][CH2:21][O:20][C:19]=2[CH:23]=1)=[O:29], predict the reactants needed to synthesize it. The reactants are: [Cl:1][C:2]1[CH:7]=[CH:6][CH:5]=[CH:4][C:3]=1[N:8]1[C:12](=[O:13])[NH:11][N:10]=[C:9]1[C:14]1[S:30][C:17]2[C:18]3[CH:26]=[CH:25][C:24]([C:27]([OH:29])=O)=[CH:23][C:19]=3[O:20][CH2:21][CH2:22][C:16]=2[CH:15]=1.[CH3:31][C:32]([NH2:36])([CH3:35])[CH2:33][NH2:34].CN(C(ON1N=NC2C=CC=NC1=2)=[N+](C)C)C.F[P-](F)(F)(F)(F)F.CCN(C(C)C)C(C)C. (7) Given the product [CH:19]([C:22]1[S:23][CH:24]=[C:25]([C:27]2[CH:28]=[CH:29][C:30]([NH:31][C:2]3[C:7]([N+:8]([O-:10])=[O:9])=[CH:6][CH:5]=[C:4]([Cl:11])[N:3]=3)=[CH:32][CH:33]=2)[N:26]=1)([CH3:21])[CH3:20], predict the reactants needed to synthesize it. The reactants are: Cl[C:2]1[C:7]([N+:8]([O-:10])=[O:9])=[CH:6][CH:5]=[C:4]([Cl:11])[N:3]=1.C(N(CC)CC)C.[CH:19]([C:22]1[S:23][CH:24]=[C:25]([C:27]2[CH:33]=[CH:32][C:30]([NH2:31])=[CH:29][CH:28]=2)[N:26]=1)([CH3:21])[CH3:20]. (8) Given the product [Cl:36][C:32]1[C:33]([Cl:35])=[CH:34][C:29]2[O:28][CH2:27][C:26](=[O:37])[N:25]([CH2:24][C:23]([N:22]([CH3:39])[CH:14]([C:11]3[CH:12]=[CH:13][C:8]([C:4]4[CH:5]=[CH:6][CH:7]=[C:2]([NH:1][C:44]([NH:43][CH:40]([CH3:42])[CH3:41])=[O:45])[CH:3]=4)=[CH:9][CH:10]=3)[CH2:15][N:16]3[CH2:17][CH2:18][O:19][CH2:20][CH2:21]3)=[O:38])[C:30]=2[CH:31]=1, predict the reactants needed to synthesize it. The reactants are: [NH2:1][C:2]1[CH:3]=[C:4]([C:8]2[CH:13]=[CH:12][C:11]([CH:14]([N:22]([CH3:39])[C:23](=[O:38])[CH2:24][N:25]3[C:30]4[CH:31]=[C:32]([Cl:36])[C:33]([Cl:35])=[CH:34][C:29]=4[O:28][CH2:27][C:26]3=[O:37])[CH2:15][N:16]3[CH2:21][CH2:20][O:19][CH2:18][CH2:17]3)=[CH:10][CH:9]=2)[CH:5]=[CH:6][CH:7]=1.[CH:40]([N:43]=[C:44]=[O:45])([CH3:42])[CH3:41].C(N(CC)CC)C.